From a dataset of Aqueous solubility values for 9,982 compounds from the AqSolDB database. Regression/Classification. Given a drug SMILES string, predict its absorption, distribution, metabolism, or excretion properties. Task type varies by dataset: regression for continuous measurements (e.g., permeability, clearance, half-life) or binary classification for categorical outcomes (e.g., BBB penetration, CYP inhibition). For this dataset (solubility_aqsoldb), we predict Y. (1) The molecule is O=C(O)CCCNC(=O)NC12CC3CC(CC(C3)C1)C2. The Y is -1.60 log mol/L. (2) The compound is CCCCNC(=O)OCC#CI. The Y is -3.20 log mol/L. (3) The Y is -6.71 log mol/L. The molecule is Cc1ccc(N/N=C2\C(=O)C=Cc3ccccc32)c(C)c1. (4) The drug is CC(c1ccc(OC#N)cc1)c1ccc(OC#N)cc1. The Y is -5.22 log mol/L. (5) The molecule is O=C(OCCO)c1ccccc1O. The Y is -1.16 log mol/L. (6) The molecule is CCCCCC(O)/C=C/C1C(O)CC(=O)C1CCCCCCC(=O)O. The Y is -3.67 log mol/L. (7) The compound is Cn1c(=O)c2ncnnc2n(C)c1=O. The Y is -1.98 log mol/L.